Predict the product of the given reaction. From a dataset of Forward reaction prediction with 1.9M reactions from USPTO patents (1976-2016). (1) Given the reactants [I-].[CH3:2][S+](C)(C)=O.[H-].[Na+].[N:9]1[CH:14]=[CH:13][C:12]([CH:15]=[O:16])=[CH:11][CH:10]=1.O, predict the reaction product. The product is: [O:16]1[CH2:2][CH:15]1[C:12]1[CH:13]=[CH:14][N:9]=[CH:10][CH:11]=1. (2) Given the reactants [NH2:1][CH:2]1[C:11]2[C:6](=[CH:7][C:8]([C:12]#[N:13])=[CH:9][CH:10]=2)[O:5][CH2:4][CH2:3]1.[CH:14]1[C:23]2[C:18](=[CH:19][CH:20]=[CH:21][CH:22]=2)[CH:17]=[CH:16][C:15]=1[S:24]([NH:27][CH:28]([C:33]1[CH:38]=[CH:37][CH:36]=[CH:35][CH:34]=1)[CH2:29][C:30](O)=[O:31])(=[O:26])=[O:25].C1C=CC2N(O)N=NC=2C=1.CCN(C(C)C)C(C)C.C(Cl)CCl, predict the reaction product. The product is: [C:12]([C:8]1[CH:7]=[C:6]2[C:11]([CH:2]([NH:1][C:30](=[O:31])[CH2:29][CH:28]([NH:27][S:24]([C:15]3[CH:16]=[CH:17][C:18]4[C:23](=[CH:22][CH:21]=[CH:20][CH:19]=4)[CH:14]=3)(=[O:26])=[O:25])[C:33]3[CH:38]=[CH:37][CH:36]=[CH:35][CH:34]=3)[CH2:3][CH2:4][O:5]2)=[CH:10][CH:9]=1)#[N:13].